This data is from Experimentally validated miRNA-target interactions with 360,000+ pairs, plus equal number of negative samples. The task is: Binary Classification. Given a miRNA mature sequence and a target amino acid sequence, predict their likelihood of interaction. (1) The miRNA is hsa-miR-3679-3p with sequence CUUCCCCCCAGUAAUCUUCAUC. Result: 0 (no interaction). The protein sequence of the target gene is MPIAMGLETACELECAALGALLREPREAERTLLLDCRPFLAFCRSHVRAARPVPWNALLRRRARGTPAAALACLLPDRALRARLGRGELARAVVLDESSASVAELPPDGPAHLLLAALQHEMRGGPTTVCFLRGGFKSFQTYCPDLCSEAPAQALPPAGAENSNSDPRVPIYDQGGPVEILPYLYLGSCNHSSDLQGLQACGITAVLNVSASCPNHFEGLFHYKSIPVEDNQMVEISAWFQEAISFIDSVKNSGGRVLVHCQAGISRSATICLAYLIQSHRVRLDEAFDFVKQRRGVISP.... (2) The miRNA is hsa-miR-3944-3p with sequence UUCGGGCUGGCCUGCUGCUCCGG. The protein sequence of the target gene is MAEDSESAASQQSLELDDQDTCGIDGDNEEETEHAKGSPGGDLGAKKKKKKQKRKKEKPNSGGTKSDSASDSQEIKIQQSSKHNAIWQQISAGAAMGGDTMEGEWIDLRMYHKNPTIPIQKLQDIQRAMELLSACQGPARNIDEATKRRYQFWDTQPVPKLNEVITSHGAIEPDKDNIRQEPYSLPQGFMWDTLDLSNAEVLKELYTLLNENYVEDDDNMFRFDYSPEFLLWALRPPGWLLQWHCGVRVSSNKKLVGFISAIPANIRIYDSVKRMVEINFLCVHKKLRSKRVAPVLIREI.... Result: 0 (no interaction). (3) The miRNA is hsa-miR-8071 with sequence CGGUGGACUGGAGUGGGUGG. The protein sequence of the target gene is MILKGCLLYPLCSPRNKQRCARLWKIAYGGLLKIVTGSLLTFYVVLCLDGGMVLMRKQVPSRFMYPKEWQHLTMFILLTLNGCVDFMSKNVLPQRCVGLEKGTLVLIIYELLLLMVSHVKDSEGVELHVYSLLILVVFLLLLVLTAELWAPNMCHLQLMETFLILMMGSWLMQAGFILYRPVSGYPWQDDDISDIMFVTTFFCWHVMINASFLLGIYGFSSFWYHCFRPSLKLTGPKEAPYYASTPGPLYKLLQEVEQSEKEDQALLLPKSSP. Result: 1 (interaction). (4) The miRNA is mmu-miR-876-5p with sequence UGGAUUUCUCUGUGAAUCACUA. The protein sequence of the target gene is MASGSGPGAAASANLNAVRETMDVLLEISRILNTGLDMETLSICVRLCEQGINPEALSSVIKELRKGTEALKAAENTS. Result: 1 (interaction). (5) Result: 0 (no interaction). The miRNA is hsa-miR-127-5p with sequence CUGAAGCUCAGAGGGCUCUGAU. The protein sequence of the target gene is MLFHSLSGPEVHGVIDEMDRRAKSEAPAISSAIDRGDTETTMPSISSDRAALCAGCGGKISDRYYLLAVDKQWHMRCLKCCECKLNLESELTCFSKDGSIYCKEDYYRRFSVQRCARCHLGISASEMVMRARDLVYHLNCFTCTTCNKMLTTGDHFGMKDSLVYCRLHFEALLQGEYPAHFNHADVAAAAAAAAAAKSAGLGAAGANPLGLPYYNGVGTVQKGRPRKRKSPGPGADLAAYNAALSCNENDAEHLDRDQPYPSSQKTKRMRTSFKHHQLRTMKSYFAINHNPDAKDLKQLA.... (6) The miRNA is mmu-miR-466i-3p with sequence AUACACACACACAUACACACUA. The protein sequence of the target gene is MTFGRGGAASVVLNVGGARYSLSRELLKDFPLRRVSRLHGCRSERDVLEVCDDYDRERNEYFFDRHSEAFGFILLYVRGHGKLRFAPRMCELSFYNEMIYWGLEGAHLEYCCQRRLDDRMSDTHTFHAADELGREQPRPAGPEAAPSRRWLERMRRTFEEPTSSLAAQILASVSVVFVIVSMVVLCASTLPDWRAAVADNRSLDDRSRYSASPGREPSGIIEAICIGWFTAECIVRFIVSKNKCEFVKRPLNIIDLLAITPYYISVLMTVFTGENSQLQRAGVTLRVLRMMRIFWVIKLA.... Result: 1 (interaction).